From a dataset of Catalyst prediction with 721,799 reactions and 888 catalyst types from USPTO. Predict which catalyst facilitates the given reaction. (1) Reactant: [C:1]([C:3]1[C:4]([N:16]2[CH2:21][CH2:20][CH:19]([C:22](O)=[O:23])[CH2:18][CH2:17]2)=[N:5][C:6]([CH3:15])=[C:7]([C:9]([O:11][CH:12]2[CH2:14][CH2:13]2)=[O:10])[CH:8]=1)#[N:2].CN(C(ON1N=NC2C=CC=CC1=2)=[N+](C)C)C.[B-](F)(F)(F)F.CCN(C(C)C)C(C)C.[CH3:56][C:57]1[CH:62]=[CH:61][C:60]([CH2:63][S:64]([NH2:67])(=[O:66])=[O:65])=[CH:59][CH:58]=1. Product: [C:1]([C:3]1[C:4]([N:16]2[CH2:17][CH2:18][CH:19]([C:22]([NH:67][S:64]([CH2:63][C:60]3[CH:61]=[CH:62][C:57]([CH3:56])=[CH:58][CH:59]=3)(=[O:65])=[O:66])=[O:23])[CH2:20][CH2:21]2)=[N:5][C:6]([CH3:15])=[C:7]([CH:8]=1)[C:9]([O:11][CH:12]1[CH2:13][CH2:14]1)=[O:10])#[N:2]. The catalyst class is: 2. (2) Reactant: [OH-].[K+].[N:3]1[CH:8]=[CH:7][CH:6]=[CH:5][C:4]=1[NH:9][CH2:10][CH2:11][CH2:12][O:13][C:14]1[CH:15]=[C:16]([CH:21]=[CH:22][CH:23]=1)[C:17]([O:19]C)=[O:18].Cl. Product: [N:3]1[CH:8]=[CH:7][CH:6]=[CH:5][C:4]=1[NH:9][CH2:10][CH2:11][CH2:12][O:13][C:14]1[CH:15]=[C:16]([CH:21]=[CH:22][CH:23]=1)[C:17]([OH:19])=[O:18]. The catalyst class is: 12. (3) Reactant: [Li+].C[Si]([N-][Si](C)(C)C)(C)C.[NH:11]1[C:15]2[CH:16]=[CH:17][CH:18]=[CH:19][C:14]=2[N:13]=[C:12]1[CH2:20][C:21]([O:23]CC)=O.[NH2:26][C:27]1[S:28][CH:29]=[CH:30][C:31]=1[C:32]#[N:33]. Product: [NH2:33][C:32]1[C:31]2[CH:30]=[CH:29][S:28][C:27]=2[NH:26][C:21](=[O:23])[C:20]=1[C:12]1[NH:11][C:15]2[CH:16]=[CH:17][CH:18]=[CH:19][C:14]=2[N:13]=1. The catalyst class is: 1. (4) Reactant: [CH3:1][CH:2]([O:4][C:5]1[CH:6]=[C:7]([O:17][C:18]2[CH:23]=[CH:22][C:21]([S:24]([CH3:27])(=[O:26])=[O:25])=[CH:20][N:19]=2)[CH:8]=[C:9]2[C:13]=1[NH:12][C:11]([C:14]([NH2:16])=O)=[CH:10]2)[CH3:3].COC1C=CC(P2(SP(C3C=CC(OC)=CC=3)(=S)S2)=[S:37])=CC=1.[C:50]([O:55][CH2:56][CH3:57])(=[O:54])[C:51]#[C:52][CH3:53].C(P(CCCC)CCCC)CCC. Product: [CH3:3][CH:2]([O:4][C:5]1[CH:6]=[C:7]([O:17][C:18]2[CH:23]=[CH:22][C:21]([S:24]([CH3:27])(=[O:26])=[O:25])=[CH:20][N:19]=2)[CH:8]=[C:9]2[C:13]=1[NH:12][C:11]([C:14]1[S:37][CH:52]([CH2:51][C:50]([O:55][CH2:56][CH3:57])=[O:54])[CH2:53][N:16]=1)=[CH:10]2)[CH3:1]. The catalyst class is: 7. (5) The catalyst class is: 1. Reactant: C[O:2][C:3]([C:5]1[C:10]([C:11]2[CH:16]=[CH:15][C:14]([CH2:17][N:18]3[CH2:23][C@H:22]([CH3:24])[NH:21][C@H:20]([CH3:25])[CH2:19]3)=[CH:13][CH:12]=2)=[CH:9][CH:8]=[CH:7][N:6]=1)=O.[H-].[Al+3].[Li+].[H-].[H-].[H-]. Product: [CH3:25][C@H:20]1[NH:21][C@@H:22]([CH3:24])[CH2:23][N:18]([CH2:17][C:14]2[CH:13]=[CH:12][C:11]([C:10]3[C:5]([CH2:3][OH:2])=[N:6][CH:7]=[CH:8][CH:9]=3)=[CH:16][CH:15]=2)[CH2:19]1. (6) Reactant: [C:1]([O:5][C:6]([N:8]1[CH2:13][CH2:12][N:11]([C:14]2[N:22]=[CH:21][N:20]=[C:19]3[C:15]=2[NH:16][C:17](=[O:27])[N:18]3[CH2:23][CH2:24][C:25]#[N:26])[CH2:10][CH2:9]1)=[O:7])([CH3:4])([CH3:3])[CH3:2].C(=O)([O-])[O-].[K+].[K+].Br[CH2:35][C:36]#[C:37][CH3:38].Cl. Product: [C:1]([O:5][C:6]([N:8]1[CH2:9][CH2:10][N:11]([C:14]2[N:22]=[CH:21][N:20]=[C:19]3[C:15]=2[N:16]([CH2:35][C:36]#[C:37][CH3:38])[C:17](=[O:27])[N:18]3[CH2:23][CH2:24][C:25]#[N:26])[CH2:12][CH2:13]1)=[O:7])([CH3:4])([CH3:2])[CH3:3]. The catalyst class is: 35. (7) Reactant: [N:1]1[C:8](Cl)=[N:7][C:5](Cl)=[N:4][C:2]=1[Cl:3].[Cl:10][C:11]1[CH:12]=[C:13]([CH:15]=[CH:16][C:17]=1[O:18][CH3:19])[NH2:14].C(=O)([O-])[O-].[K+].[K+].[CH:26]1([NH2:33])[CH2:32][CH2:31][CH2:30][CH2:29][CH2:28][CH2:27]1. Product: [Cl:3][C:2]1[N:1]=[C:8]([NH:14][C:13]2[CH:15]=[CH:16][C:17]([O:18][CH3:19])=[C:11]([Cl:10])[CH:12]=2)[N:7]=[C:5]([NH:33][CH:26]2[CH2:32][CH2:31][CH2:30][CH2:29][CH2:28][CH2:27]2)[N:4]=1. The catalyst class is: 21.